Dataset: Full USPTO retrosynthesis dataset with 1.9M reactions from patents (1976-2016). Task: Predict the reactants needed to synthesize the given product. (1) Given the product [Cl:1][C:2]1[CH:3]=[N:4][CH:5]=[C:6]([C:8]#[C:9][C:15]2[CH:14]=[CH:13][C:12]([F:18])=[C:11]([Cl:10])[CH:16]=2)[CH:7]=1, predict the reactants needed to synthesize it. The reactants are: [Cl:1][C:2]1[CH:3]=[N:4][CH:5]=[C:6]([C:8]#[CH:9])[CH:7]=1.[Cl:10][C:11]1[CH:16]=[C:15](I)[CH:14]=[CH:13][C:12]=1[F:18].C(N(CC)CC)C. (2) Given the product [CH3:28][O:29][C:30]1([O:36][CH3:37])[CH2:35][CH2:34][N:33]([CH2:1][C:3]2[CH:4]=[C:5]3[C:9](=[CH:10][CH:11]=2)[N:8]([C:20]([O:22][C:23]([CH3:24])([CH3:25])[CH3:26])=[O:21])[CH:7]=[CH:6]3)[CH2:32][CH2:31]1, predict the reactants needed to synthesize it. The reactants are: [CH:1]([C:3]1[CH:4]=[C:5]2[C:9](=[CH:10][CH:11]=1)[NH:8][CH:7]=[CH:6]2)=O.[C:23]([O:22][C:20](O[C:20]([O:22][C:23]([CH3:26])([CH3:25])[CH3:24])=[O:21])=[O:21])([CH3:26])([CH3:25])[CH3:24].Cl.[CH3:28][O:29][C:30]1([O:36][CH3:37])[CH2:35][CH2:34][NH:33][CH2:32][CH2:31]1.C(N(CC)CC)C.C(O)(=O)C.C(O[BH-](OC(=O)C)OC(=O)C)(=O)C.[Na+]. (3) The reactants are: FC(F)(F)C(O)=O.[Br:8][C:9]1[N:10]=[C:11]([C:14]2([OH:20])[CH2:19][CH2:18][NH:17][CH2:16][CH2:15]2)[S:12][CH:13]=1.C(N(C(C)C)CC)(C)C.[F:30][C:31]([F:42])([F:41])[C:32]1[CH:37]=[CH:36][C:35]([N:38]=[C:39]=[O:40])=[CH:34][CH:33]=1.[Cl-].[NH4+]. Given the product [Br:8][C:9]1[N:10]=[C:11]([C:14]2([OH:20])[CH2:15][CH2:16][N:17]([C:39]([NH:38][C:35]3[CH:34]=[CH:33][C:32]([C:31]([F:30])([F:41])[F:42])=[CH:37][CH:36]=3)=[O:40])[CH2:18][CH2:19]2)[S:12][CH:13]=1, predict the reactants needed to synthesize it. (4) Given the product [CH3:8][C:9]1[CH:10]=[C:11]2[C:15](=[CH:16][CH:17]=1)[NH:14][C:13]([C:18]([NH:20][C@@H:21]1[CH2:25][CH2:24][N:23]([CH3:2])[CH2:22]1)=[O:19])=[CH:12]2, predict the reactants needed to synthesize it. The reactants are: F[C:2](F)(F)C(O)=O.[CH3:8][C:9]1[CH:10]=[C:11]2[C:15](=[CH:16][CH:17]=1)[NH:14][C:13]([C:18]([NH:20][C@@H:21]1[CH2:25][CH2:24][NH:23][CH2:22]1)=[O:19])=[CH:12]2.N. (5) Given the product [CH2:1]([O:3][C:4]1[CH:9]=[CH:8][C:7]([C:10]2[CH:11]=[C:12]3[C:16](=[CH:17][CH:18]=2)[C:15](=[O:19])[O:14][CH2:13]3)=[C:6]([O:20][CH2:29][CH:30]([CH3:32])[CH3:31])[C:5]=1[O:21][CH3:22])[CH3:2], predict the reactants needed to synthesize it. The reactants are: [CH2:1]([O:3][C:4]1[CH:9]=[CH:8][C:7]([C:10]2[CH:11]=[C:12]3[C:16](=[CH:17][CH:18]=2)[C:15](=[O:19])[O:14][CH2:13]3)=[C:6]([OH:20])[C:5]=1[O:21][CH3:22])[CH3:2].C(=O)([O-])[O-].[K+].[K+].[CH2:29](Br)[CH:30]([CH3:32])[CH3:31]. (6) Given the product [ClH:1].[ClH:1].[CH3:27][C:22]1[CH:21]=[N:20][C:19]2[N:24]([N:25]=[C:17]3[CH2:16][NH:15][CH2:28][C:18]3=2)[C:23]=1[CH3:26], predict the reactants needed to synthesize it. The reactants are: [ClH:1].O1CCOCC1.C(OC([N:15]1[CH2:28][C:18]2=[C:19]3[N:24]([N:25]=[C:17]2[CH2:16]1)[C:23]([CH3:26])=[C:22]([CH3:27])[CH:21]=[N:20]3)=O)(C)(C)C. (7) Given the product [CH2:1]([CH:4]([CH:10]([OH:12])[CH3:11])[C:5]([O:7][CH2:8][CH3:9])=[O:6])[CH:2]=[CH2:3], predict the reactants needed to synthesize it. The reactants are: [CH2:1]([CH:4]([C:10](=[O:12])[CH3:11])[C:5]([O:7][CH2:8][CH3:9])=[O:6])[CH:2]=[CH2:3].C(OCC)(=O)CC(C)=O. (8) Given the product [CH3:11][C:9]1[S:10][C:6]2[C:5]([C:12]3[CH:13]=[N:14][CH:15]=[CH:16][CH:17]=3)=[CH:4][N:3]=[C:2]([NH:18][C:19]3[N:20]=[C:21]([CH3:24])[S:22][CH:23]=3)[C:7]=2[N:8]=1, predict the reactants needed to synthesize it. The reactants are: Cl[C:2]1[C:7]2[N:8]=[C:9]([CH3:11])[S:10][C:6]=2[C:5]([C:12]2[CH:13]=[N:14][CH:15]=[CH:16][CH:17]=2)=[CH:4][N:3]=1.[NH2:18][C:19]1[N:20]=[C:21]([CH3:24])[S:22][CH:23]=1.C1(P(C2C=CC=CC=2)C2C3OC4C(=CC=CC=4P(C4C=CC=CC=4)C4C=CC=CC=4)C(C)(C)C=3C=CC=2)C=CC=CC=1.C(=O)([O-])[O-].[Cs+].[Cs+].